Predict the reaction yield, written as a fraction of the theoretical maximum amount of product (1.0 means a 100% yield; for example, 0.34 means a 34% yield). From a dataset of Reaction yield outcomes from USPTO patents with 853,638 reactions. (1) The reactants are [H-].[Al+3].[Li+].[H-].[H-].[H-].S(C1C=CC(C)=CC=1)(O[CH2:11][CH:12]([CH3:23])[CH:13]([OH:22])[CH2:14][C:15]1[CH:20]=[CH:19][CH:18]=[CH:17][C:16]=1[F:21])(=O)=O.O.O.O.O.O.O.O.O.O.O.[O-]S([O-])(=O)=O.[Na+].[Na+]. The catalyst is C1COCC1. The product is [F:21][C:16]1[CH:17]=[CH:18][CH:19]=[CH:20][C:15]=1[CH2:14][CH:13]([OH:22])[CH:12]([CH3:11])[CH3:23]. The yield is 0.880. (2) The reactants are [Br:1][C:2]1[CH:10]=[CH:9][C:5]([C:6]([OH:8])=[O:7])=[CH:4][C:3]=1[OH:11].C([O-])([O-])=O.[Cs+].[Cs+].Br[CH2:19][CH2:20][CH2:21][CH3:22]. The catalyst is CN(C=O)C.O. The product is [Br:1][C:2]1[CH:10]=[CH:9][C:5]([C:6]([O:8][CH2:19][CH2:20][CH2:21][CH3:22])=[O:7])=[CH:4][C:3]=1[O:11][CH2:10][CH2:2][CH2:3][CH3:4]. The yield is 0.668. (3) The reactants are Cl[C:2]1[N:7]=[C:6]([NH2:8])[CH:5]=[CH:4][N:3]=1.CCN(C(C)C)C(C)C.[CH3:18][O:19][C:20]1[CH:21]=[C:22]2[C:26](=[CH:27][CH:28]=1)[CH2:25][NH:24][CH2:23]2. The catalyst is CC#N. The product is [CH3:18][O:19][C:20]1[CH:21]=[C:22]2[C:26](=[CH:27][CH:28]=1)[CH2:25][N:24]([C:2]1[N:7]=[C:6]([NH2:8])[CH:5]=[CH:4][N:3]=1)[CH2:23]2. The yield is 0.354. (4) The reactants are [Cl:1][C:2]1[N:7]=[C:6](Cl)[C:5]([NH2:9])=[C:4]([CH3:10])[N:3]=1.Cl.[NH:12]1[CH2:17][CH2:16][O:15][CH2:14][CH:13]1[C:18](O)=[O:19].CCN(C(C)C)C(C)C. The catalyst is CS(C)=O. The product is [Cl:1][C:2]1[N:3]=[C:4]([CH3:10])[C:5]2[NH:9][C:18](=[O:19])[CH:13]3[CH2:14][O:15][CH2:16][CH2:17][N:12]3[C:6]=2[N:7]=1. The yield is 0.0410. (5) The catalyst is CS(C)=O. The product is [Cl:7][C:8]1[CH:9]=[C:10]([C:17]2[CH:21]=[CH:20][N:19]([CH2:22][C@@H:23]([NH:25][C:26]([C:28]3[N:29]=[C:30]([CH3:33])[N:31]([CH2:35][CH2:34][C:36](=[O:37])[CH3:38])[CH:32]=3)=[O:27])[CH3:24])[N:18]=2)[CH:11]=[C:12]([F:16])[C:13]=1[C:14]#[N:15]. The yield is 0.423. The reactants are CN1C=CN=C1.[Cl:7][C:8]1[CH:9]=[C:10]([C:17]2[CH:21]=[CH:20][N:19]([CH2:22][C@@H:23]([NH:25][C:26]([C:28]3[N:29]=[C:30]([CH3:33])[NH:31][CH:32]=3)=[O:27])[CH3:24])[N:18]=2)[CH:11]=[C:12]([F:16])[C:13]=1[C:14]#[N:15].[CH:34]([C:36]([CH3:38])=[O:37])=[CH2:35].O.